From a dataset of NCI-60 drug combinations with 297,098 pairs across 59 cell lines. Regression. Given two drug SMILES strings and cell line genomic features, predict the synergy score measuring deviation from expected non-interaction effect. (1) Drug 1: CCC1=C2CN3C(=CC4=C(C3=O)COC(=O)C4(CC)O)C2=NC5=C1C=C(C=C5)O. Drug 2: C1=CN(C=N1)CC(O)(P(=O)(O)O)P(=O)(O)O. Cell line: UACC62. Synergy scores: CSS=46.1, Synergy_ZIP=-1.20, Synergy_Bliss=-0.847, Synergy_Loewe=-66.0, Synergy_HSA=-0.200. (2) Synergy scores: CSS=21.5, Synergy_ZIP=-6.48, Synergy_Bliss=2.20, Synergy_Loewe=-2.49, Synergy_HSA=2.24. Drug 2: CC1=C(N=C(N=C1N)C(CC(=O)N)NCC(C(=O)N)N)C(=O)NC(C(C2=CN=CN2)OC3C(C(C(C(O3)CO)O)O)OC4C(C(C(C(O4)CO)O)OC(=O)N)O)C(=O)NC(C)C(C(C)C(=O)NC(C(C)O)C(=O)NCCC5=NC(=CS5)C6=NC(=CS6)C(=O)NCCC[S+](C)C)O. Drug 1: C1=CC(=CC=C1CC(C(=O)O)N)N(CCCl)CCCl.Cl. Cell line: OVCAR3.